Predict the product of the given reaction. From a dataset of Forward reaction prediction with 1.9M reactions from USPTO patents (1976-2016). (1) Given the reactants [F:1][C:2]1[CH:10]=[C:9]2[C:5]([CH:6]=[CH:7][N:8]2[CH2:11][CH2:12][CH2:13][NH:14][CH2:15][C@@H:16]2[O:30][C:20]3=[C:21]4[C:26](=[CH:27][CH:28]=[C:19]3[O:18][CH2:17]2)[N:25]=[C:24]([CH3:29])[CH:23]=[CH:22]4)=[CH:4][CH:3]=1.[C:31]([BH3-])#N.[Na+].[ClH:35], predict the reaction product. The product is: [F:1][C:2]1[CH:10]=[C:9]2[C:5]([CH:6]=[CH:7][N:8]2[CH2:11][CH2:12][CH2:13][N:14]([CH3:31])[CH2:15][CH:16]2[O:30][C:20]3=[C:21]4[C:26](=[CH:27][CH:28]=[C:19]3[O:18][CH2:17]2)[N:25]=[C:24]([CH3:29])[CH:23]=[CH:22]4)=[CH:4][CH:3]=1.[ClH:35]. (2) Given the reactants [C:1]([O:5][C:6]([N:8]1[CH2:12][CH2:11][C@H:10]([NH:13][C:14]2[CH:19]=[CH:18][C:17]([O:20][CH3:21])=[C:16](Cl)[CH:15]=2)[CH2:9]1)=[O:7])([CH3:4])([CH3:3])[CH3:2].[OH-].[Na+], predict the reaction product. The product is: [C:1]([O:5][C:6]([N:8]1[CH2:12][CH2:11][C@H:10]([NH:13][C:14]2[CH:15]=[CH:16][C:17]([O:20][CH3:21])=[CH:18][CH:19]=2)[CH2:9]1)=[O:7])([CH3:4])([CH3:3])[CH3:2]. (3) Given the reactants N([O-])=O.[Na+].O.O.S([O-])(=O)(C1C=CC([NH2:15])=CC=1)=O.[Na+].Cl.[OH-].[Na+].[CH3:22][C:23]1[CH:24]=[C:25]([OH:30])[CH:26]=[C:27]([CH3:29])[CH:28]=1.S(S([O-])(=O)=O)([O-])(=O)=O.[Na+].[Na+], predict the reaction product. The product is: [NH2:15][C:28]1[C:27]([CH3:29])=[CH:26][C:25]([OH:30])=[CH:24][C:23]=1[CH3:22]. (4) Given the reactants [NH2:1][C:2]1[CH:3]=[CH:4][C:5]2[S:9][CH:8]=[CH:7][C:6]=2[CH:10]=1.[CH3:11][N:12]([CH3:26])[C:13]1([C:20]2[CH:25]=[CH:24][CH:23]=[CH:22][CH:21]=2)[CH2:18][CH2:17][C:16](=O)[CH2:15][CH2:14]1.C(O)(=O)C.C(O[BH-](OC(=O)C)OC(=O)C)(=O)C.[Na+].[Cl:45]CCCl, predict the reaction product. The product is: [S:9]1[CH:8]=[CH:7][C:6]2[CH:10]=[C:2]([NH:1][CH:16]3[CH2:15][CH2:14][C:13]([C:20]4[CH:21]=[CH:22][CH:23]=[CH:24][CH:25]=4)([N:12]([CH3:26])[CH3:11])[CH2:18][CH2:17]3)[CH:3]=[CH:4][C:5]1=2.[ClH:45].[S:9]1[CH:8]=[CH:7][C:6]2[CH:10]=[C:2]([NH:1][CH:16]3[CH2:15][CH2:14][C:13]([C:20]4[CH:21]=[CH:22][CH:23]=[CH:24][CH:25]=4)([N:12]([CH3:26])[CH3:11])[CH2:18][CH2:17]3)[CH:3]=[CH:4][C:5]1=2. (5) Given the reactants N1C=CC(C2[CH:11]=[N:10][NH:9]C=2C2C=CC(CCC3C=CC4C(=CC=CC=4)N=3)=CC=2)=CC=1.[CH3:30]NN.[Cl:33][C:34]1[CH:39]=[C:38]([CH2:40][C:41]([C:43]2[CH:48]=[CH:47][C:46]([O:49][CH2:50][C:51]3[CH:60]=[CH:59][C:58]4[C:53](=[CH:54][CH:55]=[CH:56][CH:57]=4)[N:52]=3)=[CH:45][CH:44]=2)=O)[CH:37]=[CH:36][N:35]=1, predict the reaction product. The product is: [Cl:33][C:34]1[CH:39]=[C:38]([C:40]2[C:41]([C:43]3[CH:48]=[CH:47][C:46]([O:49][CH2:50][C:51]4[CH:60]=[CH:59][C:58]5[C:53](=[CH:54][CH:55]=[CH:56][CH:57]=5)[N:52]=4)=[CH:45][CH:44]=3)=[N:9][N:10]([CH3:11])[CH:30]=2)[CH:37]=[CH:36][N:35]=1. (6) Given the reactants [OH:1][N:2]=[C:3]([C:5]1[CH:13]=[CH:12][C:8]2[NH:9][CH:10]=N[C:7]=2[CH:6]=1)[NH2:4].[C:14](C1C=C2C(=CC=1)NC=C2)#N, predict the reaction product. The product is: [OH:1][N:2]=[C:3]([C:5]1[CH:6]=[C:7]2[C:8](=[CH:12][CH:13]=1)[NH:9][CH:10]=[CH:14]2)[NH2:4].